From a dataset of Reaction yield outcomes from USPTO patents with 853,638 reactions. Predict the reaction yield, written as a fraction of the theoretical maximum amount of product (1.0 means a 100% yield; for example, 0.34 means a 34% yield). (1) The reactants are C1(P(C2C=CC=CC=2)C2C=CC=CC=2)C=CC=CC=1.[N:20]1([CH:25](O)[CH3:26])[CH2:24][CH2:23][CH2:22][CH2:21]1.CCOC(/N=N/C(OCC)=O)=O.O1CCCCC1[N:46]1[C:54]2[C:49](=[CH:50][C:51]([C:55]3[N:59]=[CH:58][N:57](C(C4C=CC=CC=4)(C4C=CC=CC=4)C4C=CC=CC=4)[N:56]=3)=[CH:52][CH:53]=2)[C:48]([C:79]2[CH:80]=[C:81]([OH:85])[CH:82]=[CH:83][CH:84]=2)=[N:47]1.Cl. The catalyst is O1CCCC1. The product is [NH:56]1[C:55]([C:51]2[CH:50]=[C:49]3[C:54](=[CH:53][CH:52]=2)[NH:46][N:47]=[C:48]3[C:79]2[CH:84]=[CH:83][CH:82]=[C:81]([O:85][CH2:26][CH2:25][N:20]3[CH2:24][CH2:23][CH2:22][CH2:21]3)[CH:80]=2)=[N:59][CH:58]=[N:57]1. The yield is 0.460. (2) The reactants are [Cl:1][C:2]1[CH:9]=[C:8]([N:10]2[CH2:15][CH2:14][NH:13][C:12](=[O:16])[CH2:11]2)[CH:7]=[CH:6][C:3]=1[C:4]#[N:5].CN(C=O)C.[H-].[Na+].[CH2:24](Br)[C:25]1[CH:30]=[CH:29][CH:28]=[CH:27][CH:26]=1. The catalyst is O. The product is [CH2:24]([N:13]1[CH2:14][CH2:15][N:10]([C:8]2[CH:7]=[CH:6][C:3]([C:4]#[N:5])=[C:2]([Cl:1])[CH:9]=2)[CH2:11][C:12]1=[O:16])[C:25]1[CH:30]=[CH:29][CH:28]=[CH:27][CH:26]=1. The yield is 0.820. (3) The product is [C:13]([CH:15]([C:20]1([C:2]2[CH:7]=[CH:6][CH:5]=[CH:4][N:3]=2)[CH2:29][C:24]2([CH2:25][CH2:26][CH2:27][CH2:28]2)[O:23][CH2:22][CH2:21]1)[C:16]([O:18][CH3:19])=[O:17])#[N:14]. The catalyst is C1COCC1.[Cu](I)I. The yield is 0.720. The reactants are Br[C:2]1[CH:7]=[CH:6][CH:5]=[CH:4][N:3]=1.C([Mg]Cl)(C)C.[C:13]([C:15](=[C:20]1[CH2:29][C:24]2([CH2:28][CH2:27][CH2:26][CH2:25]2)[O:23][CH2:22][CH2:21]1)[C:16]([O:18][CH3:19])=[O:17])#[N:14]. (4) The reactants are [C:1]([C:5]1[CH:6]=[C:7]([CH:20]=[C:21]([C:24]([CH3:27])([CH3:26])[CH3:25])[C:22]=1[OH:23])[C:8]([NH:10][C:11]1([C:17]([OH:19])=O)[CH2:16][CH2:15][CH2:14][CH2:13][CH2:12]1)=[O:9])([CH3:4])([CH3:3])[CH3:2].[NH2:28][CH2:29][C:30]1[CH:35]=[N:34][C:33]([CH3:36])=[CH:32][N:31]=1.CN(C(ON1N=NC2C=CC=NC1=2)=[N+](C)C)C.F[P-](F)(F)(F)(F)F.[N-]=C=O.C(=O)([O-])[O-]. The catalyst is C(Cl)Cl. The product is [C:24]([C:21]1[CH:20]=[C:7]([CH:6]=[C:5]([C:1]([CH3:4])([CH3:2])[CH3:3])[C:22]=1[OH:23])[C:8]([NH:10][C:11]1([C:17](=[O:19])[NH:28][CH2:29][C:30]2[CH:35]=[N:34][C:33]([CH3:36])=[CH:32][N:31]=2)[CH2:12][CH2:13][CH2:14][CH2:15][CH2:16]1)=[O:9])([CH3:25])([CH3:26])[CH3:27]. The yield is 0.102. (5) The yield is 0.990. The catalyst is ClCCl. The product is [C:1]([O:5][C:6]([N:8]1[CH2:9][C:10](=[O:12])[O:16][C:14](=[O:15])[CH2:13]1)=[O:7])([CH3:2])([CH3:3])[CH3:4]. The reactants are [C:1]([O:5][C:6]([N:8]([CH2:13][C:14]([OH:16])=[O:15])[CH2:9][C:10]([OH:12])=O)=[O:7])([CH3:4])([CH3:3])[CH3:2].C1CCC(N=C=NC2CCCCC2)CC1. (6) The reactants are [CH3:1][O:2][CH2:3][CH2:4][CH:5]([C:10]1[C:11]([CH3:29])=[N:12][C:13]([N:23]2[CH2:28][CH2:27][CH2:26][CH2:25][CH2:24]2)=[N:14][C:15]=1[C:16]1[CH:21]=[CH:20][C:19]([CH3:22])=[CH:18][CH:17]=1)[C:6]([O:8]C)=[O:7].[OH-].[Na+]. The catalyst is CO. The product is [CH3:1][O:2][CH2:3][CH2:4][CH:5]([C:10]1[C:11]([CH3:29])=[N:12][C:13]([N:23]2[CH2:28][CH2:27][CH2:26][CH2:25][CH2:24]2)=[N:14][C:15]=1[C:16]1[CH:21]=[CH:20][C:19]([CH3:22])=[CH:18][CH:17]=1)[C:6]([OH:8])=[O:7]. The yield is 0.380. (7) The reactants are Br[C:2]1[CH:7]=[CH:6][C:5]([CH:8]2[O:12][CH2:11][CH2:10][O:9]2)=[CH:4][N:3]=1.[CH3:13][N:14](C=O)C. The catalyst is [C-]#N.[Zn+2].[C-]#N.C1C=CC([P]([Pd]([P](C2C=CC=CC=2)(C2C=CC=CC=2)C2C=CC=CC=2)([P](C2C=CC=CC=2)(C2C=CC=CC=2)C2C=CC=CC=2)[P](C2C=CC=CC=2)(C2C=CC=CC=2)C2C=CC=CC=2)(C2C=CC=CC=2)C2C=CC=CC=2)=CC=1. The product is [O:9]1[CH2:10][CH2:11][O:12][CH:8]1[C:5]1[CH:6]=[CH:7][C:2]([C:13]#[N:14])=[N:3][CH:4]=1. The yield is 0.740. (8) The yield is 0.580. The product is [Cl:1][C:2]1[CH:3]=[CH:4][C:5]([CH2:9][OH:10])=[C:6]([O:8][CH2:12][CH2:13][CH3:14])[CH:7]=1. The reactants are [Cl:1][C:2]1[CH:3]=[CH:4][C:5]([CH2:9][OH:10])=[C:6]([OH:8])[CH:7]=1.I[CH2:12][CH2:13][CH3:14].C([O-])([O-])=O.[K+].[K+]. The catalyst is CN(C=O)C. (9) The reactants are Br[C:2]1[CH:7]=[CH:6][C:5]([C:8]2([C:11]#[N:12])[CH2:10][CH2:9]2)=[CH:4][CH:3]=1.B1(B2OC(C)(C)C(C)(C)O2)OC(C)(C)C(C)(C)O1.Br[C:32]1[C:33]2[C:34]3[CH:47]=[CH:46][S:45][C:35]=3[C:36](=[O:44])[NH:37][C:38]=2[CH:39]=[CH:40][C:41]=1[O:42][CH3:43]. No catalyst specified. The product is [CH3:43][O:42][C:41]1[CH:40]=[CH:39][C:38]2[NH:37][C:36](=[O:44])[C:35]3[S:45][CH:46]=[CH:47][C:34]=3[C:33]=2[C:32]=1[C:2]1[CH:7]=[CH:6][C:5]([C:8]2([C:11]#[N:12])[CH2:10][CH2:9]2)=[CH:4][CH:3]=1. The yield is 0.290. (10) The reactants are [CH3:1][S:2][C:3]1[NH:8][C:7](=O)[N:6]2[N:10]=[CH:11][CH:12]=[C:5]2[N:4]=1.P(Cl)(Cl)([Cl:15])=O.C(N(CC)CC)C. The catalyst is C(#N)C. The product is [Cl:15][C:7]1[N:6]2[N:10]=[CH:11][CH:12]=[C:5]2[N:4]=[C:3]([S:2][CH3:1])[N:8]=1. The yield is 0.710.